From a dataset of NCI-60 drug combinations with 297,098 pairs across 59 cell lines. Regression. Given two drug SMILES strings and cell line genomic features, predict the synergy score measuring deviation from expected non-interaction effect. (1) Cell line: ACHN. Drug 2: C1CC(=O)NC(=O)C1N2C(=O)C3=CC=CC=C3C2=O. Synergy scores: CSS=51.6, Synergy_ZIP=0.111, Synergy_Bliss=0.626, Synergy_Loewe=-20.5, Synergy_HSA=-0.327. Drug 1: C1=NC2=C(N1)C(=S)N=C(N2)N. (2) Drug 1: C1CC(C1)(C(=O)O)C(=O)O.[NH2-].[NH2-].[Pt+2]. Drug 2: C(=O)(N)NO. Cell line: IGROV1. Synergy scores: CSS=15.2, Synergy_ZIP=-1.50, Synergy_Bliss=0.749, Synergy_Loewe=-3.72, Synergy_HSA=1.22.